Dataset: Full USPTO retrosynthesis dataset with 1.9M reactions from patents (1976-2016). Task: Predict the reactants needed to synthesize the given product. The reactants are: [CH2:1]([O:8][C:9]([C:11]1[C:19]2[C:14](=[CH:15][CH:16]=[CH:17][CH:18]=2)[NH:13][CH:12]=1)=[O:10])[C:2]1[CH:7]=[CH:6][CH:5]=[CH:4][CH:3]=1.[H-].[Na+].[C:22](Cl)(=[O:24])[CH3:23]. Given the product [CH2:1]([O:8][C:9]([C:11]1[C:19]2[C:14](=[CH:15][CH:16]=[CH:17][CH:18]=2)[N:13]([C:22](=[O:24])[CH3:23])[CH:12]=1)=[O:10])[C:2]1[CH:7]=[CH:6][CH:5]=[CH:4][CH:3]=1, predict the reactants needed to synthesize it.